This data is from Peptide-MHC class II binding affinity with 134,281 pairs from IEDB. The task is: Regression. Given a peptide amino acid sequence and an MHC pseudo amino acid sequence, predict their binding affinity value. This is MHC class II binding data. (1) The peptide sequence is FPKEVWEQIFSTWLL. The MHC is DRB1_1602 with pseudo-sequence DRB1_1602. The binding affinity (normalized) is 0.696. (2) The peptide sequence is KKSALTLKGTSYKICTD. The MHC is HLA-DQA10501-DQB10302 with pseudo-sequence HLA-DQA10501-DQB10302. The binding affinity (normalized) is 0.324. (3) The binding affinity (normalized) is 0.642. The peptide sequence is DKELYPLASLRSLFG. The MHC is DRB1_1101 with pseudo-sequence DRB1_1101. (4) The peptide sequence is SQDLALSWNLNGLQAY. The MHC is HLA-DQA10301-DQB10302 with pseudo-sequence HLA-DQA10301-DQB10302. The binding affinity (normalized) is 0.327. (5) The peptide sequence is GLDFSEVSNVQRLMR. The MHC is DRB1_0401 with pseudo-sequence DRB1_0401. The binding affinity (normalized) is 0.733. (6) The peptide sequence is HSNWRAMASDFNLPP. The MHC is DRB1_0401 with pseudo-sequence DRB1_0401. The binding affinity (normalized) is 0.778.